From a dataset of Catalyst prediction with 721,799 reactions and 888 catalyst types from USPTO. Predict which catalyst facilitates the given reaction. (1) Reactant: [Cl:1][C:2]1[CH:7]=[C:6]([CH3:8])[CH:5]=[C:4]([N+:9]([O-])=O)[C:3]=1[OH:12]. Product: [NH2:9][C:4]1[CH:5]=[C:6]([CH3:8])[CH:7]=[C:2]([Cl:1])[C:3]=1[OH:12]. The catalyst class is: 810. (2) Reactant: [O:1]=[C:2]1[N:6](C(OCC2C=CC=CC=2)=O)[C@H:5]([C:17]([O:19]CC2C=CC=CC=2)=[O:18])[CH2:4][N:3]1[C:27]([O:29][C:30]([CH3:33])([CH3:32])[CH3:31])=[O:28]. Product: [C:30]([O:29][C:27]([N:3]1[CH2:4][C@@H:5]([C:17]([OH:19])=[O:18])[NH:6][C:2]1=[O:1])=[O:28])([CH3:33])([CH3:31])[CH3:32]. The catalyst class is: 43.